Dataset: Kir2.1 potassium channel HTS with 301,493 compounds. Task: Binary Classification. Given a drug SMILES string, predict its activity (active/inactive) in a high-throughput screening assay against a specified biological target. (1) The compound is s1c(C(=O)NCC(=O)NCCC(C)C)ccc1. The result is 0 (inactive). (2) The compound is Brc1ccc(C(Oc2cc(C(=O)N3CCOCC3)ccc2)=O)cc1. The result is 0 (inactive). (3) The compound is Fc1c(Nc2ncccc2C(OCC(=O)NC(CC)C)=O)cccc1. The result is 0 (inactive). (4) The compound is Clc1c(Cn2c3ncnc(Oc4cc(cc(c4)C)C)c3nc2)c(Cl)ccc1. The result is 0 (inactive).